Dataset: Catalyst prediction with 721,799 reactions and 888 catalyst types from USPTO. Task: Predict which catalyst facilitates the given reaction. (1) Reactant: [N:1]1[CH:6]=[CH:5][C:4]([SH:7])=[CH:3][CH:2]=1.[CH3:8][S:9]S(C)(=O)=O. Product: [CH3:8][S:9][S:7][C:4]1[CH:5]=[CH:6][N:1]=[CH:2][CH:3]=1. The catalyst class is: 125. (2) Reactant: [CH2:1]([O:8][C:9]([C:11]1[CH:15]=[CH:14][S:13][C:12]=1[C:16]1[CH:21]=[CH:20][C:19]([C:22]2[CH:27]=[CH:26][C:25]([C:28]3([C:31]([O:33][CH2:34][CH3:35])=[O:32])[CH2:30][CH2:29]3)=[CH:24][CH:23]=2)=[CH:18][CH:17]=1)=[O:10])[C:2]1[CH:7]=[CH:6][CH:5]=[CH:4][CH:3]=1.[Br:36]N1C(=O)CCC1=O.O. Product: [CH2:1]([O:8][C:9]([C:11]1[CH:15]=[C:14]([Br:36])[S:13][C:12]=1[C:16]1[CH:21]=[CH:20][C:19]([C:22]2[CH:23]=[CH:24][C:25]([C:28]3([C:31]([O:33][CH2:34][CH3:35])=[O:32])[CH2:30][CH2:29]3)=[CH:26][CH:27]=2)=[CH:18][CH:17]=1)=[O:10])[C:2]1[CH:3]=[CH:4][CH:5]=[CH:6][CH:7]=1. The catalyst class is: 9.